This data is from Forward reaction prediction with 1.9M reactions from USPTO patents (1976-2016). The task is: Predict the product of the given reaction. (1) Given the reactants [Cl:1][C:2]1[CH:7]=[CH:6][CH:5]=[CH:4][C:3]=1[S:8](Cl)(=[O:10])=[O:9].O1CCOCC1.C(=O)(O)[O-].[Na+:22].S([O-])([O-])=O.[Na+].[Na+], predict the reaction product. The product is: [Na+:22].[Cl:1][C:2]1[CH:7]=[CH:6][CH:5]=[CH:4][C:3]=1[S:8]([O-:10])=[O:9]. (2) Given the reactants [NH2:1][C:2]1[C:7]([C:8]([OH:10])=O)=[CH:6][C:5]([Cl:11])=[N:4][CH:3]=1.[CH:12](=N)[NH2:13], predict the reaction product. The product is: [Cl:11][C:5]1[N:4]=[CH:3][C:2]2[N:1]=[CH:12][NH:13][C:8](=[O:10])[C:7]=2[CH:6]=1. (3) Given the reactants [C:1]1([NH:7][CH:8]([CH2:14][C:15]2[CH:20]=[CH:19][C:18]([O:21][CH2:22][CH2:23][NH:24][C:25](=[O:38])[C:26]3[CH:31]=[CH:30][C:29]([C:32]4[CH:37]=[CH:36][CH:35]=[CH:34][N:33]=4)=[CH:28][CH:27]=3)=[CH:17][CH:16]=2)[C:9]([O:11]CC)=[O:10])[CH:6]=[CH:5][CH:4]=[CH:3][CH:2]=1.[OH-].[Na+], predict the reaction product. The product is: [C:1]1([NH:7][CH:8]([CH2:14][C:15]2[CH:20]=[CH:19][C:18]([O:21][CH2:22][CH2:23][NH:24][C:25](=[O:38])[C:26]3[CH:27]=[CH:28][C:29]([C:32]4[CH:37]=[CH:36][CH:35]=[CH:34][N:33]=4)=[CH:30][CH:31]=3)=[CH:17][CH:16]=2)[C:9]([OH:11])=[O:10])[CH:6]=[CH:5][CH:4]=[CH:3][CH:2]=1.